From a dataset of Reaction yield outcomes from USPTO patents with 853,638 reactions. Predict the reaction yield, written as a fraction of the theoretical maximum amount of product (1.0 means a 100% yield; for example, 0.34 means a 34% yield). (1) The reactants are [NH2:1][C:2]1[N:7]([CH2:8][C:9]2[CH:14]=[CH:13][C:12]([O:15][CH3:16])=[CH:11][CH:10]=2)[C:6](=[O:17])[NH:5][C:4](=[O:18])[C:3]=1[NH:19][CH2:20][C:21]1[CH:26]=[CH:25][CH:24]=[CH:23][CH:22]=1.[C:27](Cl)(=O)[C:28]([CH3:31])([CH3:30])[CH3:29]. The catalyst is N1C=CC=CC=1. The product is [CH2:20]([N:19]1[C:3]2[C:4](=[O:18])[NH:5][C:6](=[O:17])[N:7]([CH2:8][C:9]3[CH:10]=[CH:11][C:12]([O:15][CH3:16])=[CH:13][CH:14]=3)[C:2]=2[N:1]=[C:27]1[C:28]([CH3:31])([CH3:30])[CH3:29])[C:21]1[CH:26]=[CH:25][CH:24]=[CH:23][CH:22]=1. The yield is 0.920. (2) The reactants are [Al+3].[Cl-].[Cl-].[Cl-].[C:5]1([CH3:12])[CH:10]=[CH:9][CH:8]=[C:7]([CH3:11])[CH:6]=1.Br[C:14]([CH3:19])([CH3:18])[C:15](Br)=[O:16]. The catalyst is ClC1C=CC=CC=1. The product is [CH3:18][CH:14]1[CH2:19][C:8]2[C:9](=[CH:10][C:5]([CH3:12])=[CH:6][C:7]=2[CH3:11])[C:15]1=[O:16]. The yield is 0.935. (3) The reactants are Cl.[CH2:2]1[C:11]2[C:6](=[CH:7][CH:8]=[C:9]([C:12]([O:14][CH3:15])=[O:13])[CH:10]=2)[CH2:5][CH2:4][NH:3]1.CCN(C(C)C)C(C)C.[CH3:25][C:26]([O:29][C:30](O[C:30]([O:29][C:26]([CH3:28])([CH3:27])[CH3:25])=[O:31])=[O:31])([CH3:28])[CH3:27]. The catalyst is C(Cl)Cl. The product is [CH2:2]1[C:11]2[C:6](=[CH:7][CH:8]=[C:9]([C:12]([O:14][CH3:15])=[O:13])[CH:10]=2)[CH2:5][CH2:4][N:3]1[C:30]([O:29][C:26]([CH3:28])([CH3:27])[CH3:25])=[O:31]. The yield is 0.850. (4) The reactants are [Cl:1][C:2]1[CH:3]=[C:4]([CH:7]=[C:8]([Cl:20])[C:9]=1[C:10]1[S:11][C:12]2[C:13](Cl)=[N:14][CH:15]=[CH:16][C:17]=2[N:18]=1)[C:5]#[N:6].Cl[C:22]1[CH:38]=C(C#N)C=[C:35](Cl)[C:23]=1[C:24](Cl)=[N:25]C1C=CN=C(Cl)C=1F.[NH2:42][C:43]([NH2:45])=S.N1C=CC=CC=1.C(N(CC)CC)C. The catalyst is C(O)(C)C. The product is [Cl:1][C:2]1[CH:3]=[C:4]([C:5]#[N:6])[CH:7]=[C:8]([Cl:20])[C:9]=1[C:10]1[S:11][C:12]2[C:13]([NH:42][C:43]3[CH:35]=[C:23]([CH:22]=[CH:38][N:45]=3)[C:24]#[N:25])=[N:14][CH:15]=[CH:16][C:17]=2[N:18]=1. The yield is 0.650.